This data is from Forward reaction prediction with 1.9M reactions from USPTO patents (1976-2016). The task is: Predict the product of the given reaction. (1) Given the reactants C([O:3][C:4](=O)[C:5]1[CH:10]=[CH:9][C:8]([Cl:11])=[C:7]([Br:12])[CH:6]=1)C.[H-].C([Al+]CC(C)C)C(C)C.CO.O, predict the reaction product. The product is: [Br:12][C:7]1[CH:6]=[C:5]([CH:10]=[CH:9][C:8]=1[Cl:11])[CH2:4][OH:3]. (2) The product is: [C:5]1([C:3]([OH:4])=[O:2])[C:14]2[C:9](=[CH:10][CH:11]=[CH:12][CH:13]=2)[CH:8]=[CH:7][CH:6]=1. Given the reactants C[O:2][C:3]([C:5]1[C:14]2[C:9](=[CH:10][CH:11]=[CH:12][CH:13]=2)[CH:8]=[CH:7][CH:6]=1)=[O:4].[OH-].[Li+], predict the reaction product. (3) The product is: [CH3:1][O:2][C:3](=[O:18])[C@@H:4]([O:15][CH2:16][CH3:17])[CH2:5][C:6]1[C:11]([CH3:12])=[CH:10][C:9]([O:13][CH2:20][C:21]2[N:22]=[C:23]([C:27]3[CH:32]=[CH:31][CH:30]=[CH:29][CH:28]=3)[O:24][C:25]=2[CH3:26])=[CH:8][C:7]=1[CH3:14]. Given the reactants [CH3:1][O:2][C:3](=[O:18])[C@@H:4]([O:15][CH2:16][CH3:17])[CH2:5][C:6]1[C:11]([CH3:12])=[CH:10][C:9]([OH:13])=[CH:8][C:7]=1[CH3:14].Cl[CH2:20][C:21]1[N:22]=[C:23]([C:27]2[CH:32]=[CH:31][CH:30]=[CH:29][CH:28]=2)[O:24][C:25]=1[CH3:26].C(=O)([O-])[O-].[Cs+].[Cs+].[I-].[K+], predict the reaction product. (4) Given the reactants [Cl:1][C:2]1[C:7]([Cl:8])=[C:6]([S:9](=[O:19])(=[O:18])[NH:10][C@@H:11]([CH2:16][CH3:17])[C:12]([F:15])([F:14])[F:13])[CH:5]=[CH:4][C:3]=1[C:20]1[S:24][C:23]([C:25]([NH:27][NH:28][C:29](=O)[CH2:30][C:31]([CH3:37])([CH3:36])[C:32]([O:34][CH3:35])=[O:33])=[O:26])=[N:22][C:21]=1[CH2:39][N:40]1[CH2:45][CH2:44][CH2:43][C:42]([F:47])([F:46])[CH2:41]1.S(Cl)(C1C=CC(C)=CC=1)(=O)=O.O, predict the reaction product. The product is: [Cl:1][C:2]1[C:7]([Cl:8])=[C:6]([S:9](=[O:18])(=[O:19])[NH:10][C@@H:11]([CH2:16][CH3:17])[C:12]([F:15])([F:13])[F:14])[CH:5]=[CH:4][C:3]=1[C:20]1[S:24][C:23]([C:25]2[O:26][C:29]([CH2:30][C:31]([CH3:36])([CH3:37])[C:32]([O:34][CH3:35])=[O:33])=[N:28][N:27]=2)=[N:22][C:21]=1[CH2:39][N:40]1[CH2:45][CH2:44][CH2:43][C:42]([F:46])([F:47])[CH2:41]1. (5) Given the reactants C[O:2][C:3]1[CH:8]=[CH:7][C:6]([N:9]([C:20]2[CH:25]=[CH:24][CH:23]=[CH:22][CH:21]=2)[C:10]2[C:19]3[C:14](=[CH:15][CH:16]=[CH:17][CH:18]=3)[CH:13]=[CH:12][CH:11]=2)=[CH:5][CH:4]=1.B(Br)(Br)Br.CO, predict the reaction product. The product is: [C:10]1([N:9]([C:20]2[CH:25]=[CH:24][CH:23]=[CH:22][CH:21]=2)[C:6]2[CH:7]=[CH:8][C:3]([OH:2])=[CH:4][CH:5]=2)[C:19]2[C:14](=[CH:15][CH:16]=[CH:17][CH:18]=2)[CH:13]=[CH:12][CH:11]=1. (6) Given the reactants Cl[C:2]1[N:6]([CH2:7][CH:8]([OH:14])[CH2:9]C(C)(C)C)[C:5]2[CH:15]=[CH:16][CH:17]=[CH:18][C:4]=2[N:3]=1.[C:19](=[O:22])([O-])[O-].[Cs+].[Cs+].[CH3:25][N:26]([CH:28]=O)C, predict the reaction product. The product is: [CH3:25][N:26]1[C:28]([C:4]2[CH:18]=[CH:17][C:19]([O:22][CH2:9][C@H:8]3[O:14][C:5]45[CH:15]=[CH:16][CH:17]=[CH:18][C:4]4=[N:3][CH2:2][N:6]5[CH2:7]3)=[CH:15][CH:5]=2)=[CH:8][CH:7]=[N:6]1. (7) Given the reactants [C:1]([C:3]1[CH:4]=[C:5]2[N:11]=[C:10]([C:12]([C:14]3[C:22]([O:23][CH3:24])=[CH:21][C:20]([CH3:25])=[C:19]4[C:15]=3[CH:16]=[CH:17][N:18]4[C:26]([O:28][C:29]([CH3:32])([CH3:31])[CH3:30])=[O:27])=[O:13])[N:9]([CH2:33][O:34][CH2:35][CH2:36][Si:37]([CH3:40])([CH3:39])[CH3:38])[C:6]2=[N:7][CH:8]=1)#[N:2].[F-].[Cs+].C[Si](C)(C)[C:45]([F:48])([F:47])[F:46].CCCC[N+](CCCC)(CCCC)CCCC.[F-], predict the reaction product. The product is: [C:1]([C:3]1[CH:4]=[C:5]2[N:11]=[C:10]([C:12]([C:14]3[C:22]([O:23][CH3:24])=[CH:21][C:20]([CH3:25])=[C:19]4[C:15]=3[CH:16]=[CH:17][N:18]4[C:26]([O:28][C:29]([CH3:30])([CH3:31])[CH3:32])=[O:27])([OH:13])[C:45]([F:48])([F:47])[F:46])[N:9]([CH2:33][O:34][CH2:35][CH2:36][Si:37]([CH3:38])([CH3:39])[CH3:40])[C:6]2=[N:7][CH:8]=1)#[N:2]. (8) Given the reactants CC[O:3][C:4]([CH2:6][CH2:7][N:8]=[C:9]=[S:10])=[O:5].[CH3:11][C:12]([CH3:32])=[CH:13][CH2:14][CH2:15]/[C:16](/[CH3:31])=[CH:17]/[CH2:18][CH2:19]/[C:20](/[CH3:30])=[CH:21]/[CH2:22][S:23][CH2:24][C@H:25]([NH2:29])[C:26]([OH:28])=[O:27].C(N(CC)C(C)C)(C)C.O[Li].O, predict the reaction product. The product is: [C:4]([CH2:6][CH2:7][NH:8][C:9](=[S:10])[NH:29][C@@H:25]([CH2:24][S:23][CH2:22]/[CH:21]=[C:20](\[CH3:30])/[CH2:19][CH2:18]/[CH:17]=[C:16](\[CH3:31])/[CH2:15][CH2:14][CH:13]=[C:12]([CH3:32])[CH3:11])[C:26]([OH:28])=[O:27])([OH:3])=[O:5].